The task is: Predict the reactants needed to synthesize the given product.. This data is from Retrosynthesis with 50K atom-mapped reactions and 10 reaction types from USPTO. (1) Given the product O=C(C(F)F)N1CCN(CCO)CC1, predict the reactants needed to synthesize it. The reactants are: O=C(OC(=O)C(F)F)C(F)F.OCCN1CCNCC1. (2) Given the product CCCC(C(=O)OC)c1c(C)nc2cc(C(C)(C)C)nn2c1-c1ccc2ccn(C)c2c1, predict the reactants needed to synthesize it. The reactants are: CCCC(C(=O)OC)c1c(C)nc2cc(C(C)(C)C)nn2c1Cl.Cn1ccc2ccc(B3OC(C)(C)C(C)(C)O3)cc21. (3) Given the product Cc1nc2cc(Cl)c(Cl)cc2n1C, predict the reactants needed to synthesize it. The reactants are: CI.Cc1nc2cc(Cl)c(Cl)cc2[nH]1. (4) The reactants are: CCNCC.COc1ccccc1-c1n[nH]c2ncc(-c3ccc(N)c(C(=O)O)c3)cc12. Given the product CCN(CC)C(=O)c1cc(-c2cnc3[nH]nc(-c4ccccc4OC)c3c2)ccc1N, predict the reactants needed to synthesize it. (5) Given the product CC(C)(C)OC(=O)N1CCN(Cc2cccc(-c3ccnc(Cl)n3)c2)C[C@H]1c1ccccc1, predict the reactants needed to synthesize it. The reactants are: CC(C)(C)OC(=O)N1CCNCC1c1ccccc1.O=Cc1cccc(-c2ccnc(Cl)n2)c1.